From a dataset of Full USPTO retrosynthesis dataset with 1.9M reactions from patents (1976-2016). Predict the reactants needed to synthesize the given product. (1) Given the product [OH:22][C:7]1[C:6]([C:4]([NH:23][CH2:24][C:25]([OH:27])=[O:26])=[O:5])=[N:11][C:10]([CH3:12])=[C:9]2[O:13][N:14]=[C:15]([C:16]3[CH:17]=[CH:18][CH:19]=[CH:20][CH:21]=3)[C:8]=12, predict the reactants needed to synthesize it. The reactants are: C(O[C:4]([C:6]1[C:7]([OH:22])=[C:8]2[C:15]([C:16]3[CH:21]=[CH:20][CH:19]=[CH:18][CH:17]=3)=[N:14][O:13][C:9]2=[C:10]([CH3:12])[N:11]=1)=[O:5])C.[NH2:23][CH2:24][C:25]([OH:27])=[O:26].C[O-].[Na+]. (2) Given the product [CH3:2][N:3]1[C:4]2=[C:39]3[CH:41]=[C:10]([C:18]4[N:14]=[C:22]([CH2:17][NH:16][C:36](=[O:38])[CH2:35][CH2:34][O:33][CH3:32])[CH:21]=[CH:20][CH:19]=4)[NH:9][C:8]3=[N:7][C:6]([NH:26][CH3:29])=[C:5]2[N:47]=[CH:12]1, predict the reactants needed to synthesize it. The reactants are: Cl.[CH3:2][N:3]([CH3:12])[CH2:4][CH2:5][CH2:6][N:7]=[C:8]=[N:9][CH2:10]C.O[N:14]1[C:18]2[CH:19]=[CH:20][CH:21]=[CH:22][C:17]=2[N:16]=N1.C([N:26]([CH:29](C)C)CC)(C)C.[CH3:32][O:33][CH2:34][CH2:35][C:36]([OH:38])=O.[C:39](O)([C:41](F)(F)F)=O.C[N:47](C)C=O.